From a dataset of Full USPTO retrosynthesis dataset with 1.9M reactions from patents (1976-2016). Predict the reactants needed to synthesize the given product. (1) Given the product [N:1]1[C:10]2[C:5](=[CH:6][C:7]([CH2:11][C:29]([C:30]3[CH:35]=[CH:34][N:33]=[C:32]([C:36]([F:39])([F:38])[F:37])[N:31]=3)=[O:48])=[CH:8][CH:9]=2)[N:4]=[CH:3][CH:2]=1, predict the reactants needed to synthesize it. The reactants are: [N:1]1[C:10]2[C:5](=[CH:6][C:7]([CH:11]=O)=[CH:8][CH:9]=2)[N:4]=[CH:3][CH:2]=1.C1(OP([CH:29](NC2C=CC=CC=2)[C:30]2[CH:35]=[CH:34][N:33]=[C:32]([C:36]([F:39])([F:38])[F:37])[N:31]=2)(=O)OC2C=CC=CC=2)C=CC=CC=1.C([O-])([O-])=[O:48].[Cs+].[Cs+].Cl. (2) Given the product [Cl:20][C:21]1[CH:34]=[C:33]([CH:32]=[CH:31][C:22]=1[O:23][CH2:24][C:25]1[O:29][N:28]=[C:27]([CH3:30])[CH:26]=1)[NH:35][C:2]1[C:11]2[C:6](=[CH:7][CH:8]=[CH:9][C:10]=2[O:12][CH:13]2[CH2:18][CH2:17][N:16]([CH3:19])[CH2:15][CH2:14]2)[N:5]=[CH:4][N:3]=1, predict the reactants needed to synthesize it. The reactants are: Cl[C:2]1[C:11]2[C:6](=[CH:7][CH:8]=[CH:9][C:10]=2[O:12][CH:13]2[CH2:18][CH2:17][N:16]([CH3:19])[CH2:15][CH2:14]2)[N:5]=[CH:4][N:3]=1.[Cl:20][C:21]1[CH:34]=[C:33]([NH2:35])[CH:32]=[CH:31][C:22]=1[O:23][CH2:24][C:25]1[O:29][N:28]=[C:27]([CH3:30])[CH:26]=1. (3) Given the product [CH3:1][N:2]1[C:6]([S:7][CH3:8])=[CH:5][C:4]([CH:9]([C:10]2[NH:40][C:13]([C:15]3[S:16][C:17]([CH2:20][OH:21])=[CH:18][N:19]=3)=[CH:12][CH:11]=2)[CH2:29][CH:30]2[CH2:35][CH2:34][O:33][CH2:32][CH2:31]2)=[N:3]1, predict the reactants needed to synthesize it. The reactants are: [CH3:1][N:2]1[C:6]([S:7][CH3:8])=[CH:5][C:4]([CH:9]([CH2:29][CH:30]2[CH2:35][CH2:34][O:33][CH2:32][CH2:31]2)[C:10](=O)[CH2:11][CH2:12][C:13]([C:15]2[S:16][C:17]([CH2:20][O:21]C3CCCCO3)=[CH:18][N:19]=2)=O)=[N:3]1.C([O-])(=O)C.[NH4+:40].[OH-].[Na+]. (4) Given the product [N:1]([C:4]1[CH:5]=[C:6]([CH:10]=[CH:11][C:12]=1[CH3:13])[C:7]([NH:20][C:21]1[CH:26]=[C:25]([C:27]([CH3:29])([CH3:30])[CH3:28])[CH:24]=[C:23]([NH:31][S:32]([CH3:35])(=[O:34])=[O:33])[C:22]=1[O:36][CH3:37])=[O:9])=[N+:2]=[N-:3], predict the reactants needed to synthesize it. The reactants are: [N:1]([C:4]1[CH:5]=[C:6]([CH:10]=[CH:11][C:12]=1[CH3:13])[C:7]([OH:9])=O)=[N+:2]=[N-:3].C(Cl)(=O)C(Cl)=O.[NH2:20][C:21]1[C:22]([O:36][CH3:37])=[C:23]([NH:31][S:32]([CH3:35])(=[O:34])=[O:33])[CH:24]=[C:25]([C:27]([CH3:30])([CH3:29])[CH3:28])[CH:26]=1.CCN(C(C)C)C(C)C. (5) Given the product [CH3:21][NH:22][C:2]1[C:3]2[CH:4]=[CH:5][C:6]([NH:20][CH2:19][C:17]3[O:18][C:14]([CH3:13])=[CH:15][CH:16]=3)=[N:7][C:8]=2[CH:9]=[CH:10][CH:11]=1, predict the reactants needed to synthesize it. The reactants are: Br[C:2]1[CH:11]=[CH:10][CH:9]=[C:8]2[C:3]=1[CH:4]=[CH:5][C:6](Cl)=[N:7]2.[CH3:13][C:14]1[O:18][C:17]([CH2:19][NH2:20])=[CH:16][CH:15]=1.[CH3:21][NH2:22].